This data is from Full USPTO retrosynthesis dataset with 1.9M reactions from patents (1976-2016). The task is: Predict the reactants needed to synthesize the given product. (1) Given the product [CH3:16][C:15]1[S:18][CH:2]=[C:3]([CH:5]2[CH2:10][CH2:9][CH2:8][CH2:7][CH:6]2[C:11]([O:13][CH3:14])=[O:12])[N:17]=1, predict the reactants needed to synthesize it. The reactants are: Cl[CH2:2][C:3]([CH:5]1[CH2:10][CH2:9][CH2:8][CH2:7][CH:6]1[C:11]([O:13][CH3:14])=[O:12])=O.[C:15](=[S:18])([NH2:17])[CH3:16]. (2) The reactants are: [CH2:1]([N:3]1[CH:7]=[C:6]([NH:8][C:9](=[O:34])[CH2:10][C:11]2[CH:16]=[CH:15][C:14]([O:17][C:18]3[C:27]4[C:22](=[CH:23][C:24]([O:32][CH3:33])=[C:25]([C:28]([O:30]C)=[O:29])[CH:26]=4)[N:21]=[CH:20][CH:19]=3)=[CH:13][CH:12]=2)[CH:5]=[N:4]1)[CH3:2].[OH-].[Li+].Cl. Given the product [CH2:1]([N:3]1[CH:7]=[C:6]([NH:8][C:9](=[O:34])[CH2:10][C:11]2[CH:16]=[CH:15][C:14]([O:17][C:18]3[C:27]4[C:22](=[CH:23][C:24]([O:32][CH3:33])=[C:25]([C:28]([OH:30])=[O:29])[CH:26]=4)[N:21]=[CH:20][CH:19]=3)=[CH:13][CH:12]=2)[CH:5]=[N:4]1)[CH3:2], predict the reactants needed to synthesize it. (3) Given the product [OH:14][CH2:13][CH2:12][CH:10]1[CH2:11][N:8]([C:6]([O:5][C:1]([CH3:4])([CH3:3])[CH3:2])=[O:7])[CH2:9]1, predict the reactants needed to synthesize it. The reactants are: [C:1]([O:5][C:6]([N:8]1[CH2:11][CH:10]([CH2:12][C:13](O)=[O:14])[CH2:9]1)=[O:7])([CH3:4])([CH3:3])[CH3:2]. (4) Given the product [CH2:1]([C:3]1([CH2:9][NH:10][C:11]2[N:12]=[C:13]([OH:18])[CH:14]=[CH:15][C:16]=2[F:17])[CH2:4][CH2:5][O:6][CH2:7][CH2:8]1)[CH3:2], predict the reactants needed to synthesize it. The reactants are: [CH2:1]([C:3]1([CH2:9][NH:10][C:11]2[C:16]([F:17])=[CH:15][CH:14]=[C:13]([O:18]C)[N:12]=2)[CH2:8][CH2:7][O:6][CH2:5][CH2:4]1)[CH3:2].[I-].[Na+].Cl[Si](C)(C)C.OS([O-])(=O)=O.[Na+]. (5) Given the product [CH2:7]([O:9][C:10](=[O:26])[C@H:11]([CH2:28][CH:29]1[CH2:34][CH2:33][O:32][CH2:31][CH2:30]1)[NH2:12])[CH3:8], predict the reactants needed to synthesize it. The reactants are: CC(C)([O-])C.[K+].[CH2:7]([O:9][C:10](=[O:26])[CH2:11][N:12]=C(C1C=CC=CC=1)C1C=CC=CC=1)[CH3:8].I[CH2:28][CH:29]1[CH2:34][CH2:33][O:32][CH2:31][CH2:30]1. (6) Given the product [Cl:1][C:2]1[CH:3]=[C:4]([C@@H:8]2[C@@H:9]([C:10]3[CH:15]=[CH:14][C:13]([Cl:16])=[CH:12][CH:11]=3)[N:17]([CH:22]([CH:26]3[CH2:27][CH2:28]3)[CH:23]3[CH2:24][CH2:25]3)[C:18](=[O:21])[CH:30]=[CH:29]2)[CH:5]=[CH:6][CH:7]=1, predict the reactants needed to synthesize it. The reactants are: [Cl:1][C:2]1[CH:3]=[C:4]([C@@H:8]([CH:29]=[CH2:30])[C@H:9]([N:17]([CH:22]([CH:26]2[CH2:28][CH2:27]2)[CH:23]2[CH2:25][CH2:24]2)[C:18](=[O:21])C=C)[C:10]2[CH:15]=[CH:14][C:13]([Cl:16])=[CH:12][CH:11]=2)[CH:5]=[CH:6][CH:7]=1. (7) Given the product [CH2:47]([O:51][C:52]1[CH:57]=[CH:56][C:55]([CH2:58][C@H:59]([NH:64][C:65]([C@@H:67](/[CH:76]=[CH:77]/[CH2:78][CH2:79][CH2:80][CH2:81][CH2:82][CH2:83][O:84][CH2:85][CH2:86][CH2:87][CH2:88][CH2:89][CH2:90][CH3:91])[C@@:68]([OH:75])([CH2:72][CH2:73][CH3:74])[C:69]([OH:71])=[O:70])=[O:66])[C:60]([OH:62])=[O:61])=[CH:54][CH:53]=1)[C:48]#[C:49][CH3:50], predict the reactants needed to synthesize it. The reactants are: C(OC1C=CC(C[C@H](NC([C@@H](/C=C/CCCCCCC(F)(F)CCCCCCC)[C@@](O)(CCC)C(O)=O)=O)C(O)=O)=CC=1)C#CC.[CH2:47]([O:51][C:52]1[CH:57]=[CH:56][C:55]([CH2:58][C@H:59]([NH:64][C:65]([C@@H:67](/[CH:76]=[CH:77]/[CH2:78][CH2:79][CH2:80][CH2:81][CH2:82][CH2:83][O:84][CH2:85][CH2:86][CH2:87][CH2:88][CH2:89][CH2:90][CH3:91])[C@@:68]([OH:75])([CH2:72][CH2:73][CH3:74])[C:69]([OH:71])=[O:70])=[O:66])[C:60]([O:62]C)=[O:61])=[CH:54][CH:53]=1)[C:48]#[C:49][CH3:50]. (8) Given the product [CH2:1]([C:3]1[S:43][C:6]2[N:7]([CH2:24][C:25]3[CH:30]=[CH:29][C:28]([C:31]4[CH:36]=[CH:35][CH:34]=[CH:33][C:32]=4[C:37]4[NH:41][C:40](=[O:42])[O:39][N:38]=4)=[CH:27][CH:26]=3)[C:8](=[O:23])[N:9]([CH2:12][CH:13]([OH:14])[C:15]3[CH:20]=[CH:19][C:18]([O:21][CH3:22])=[CH:17][CH:16]=3)[C:10](=[O:11])[C:5]=2[CH:4]=1)[CH3:2], predict the reactants needed to synthesize it. The reactants are: [CH2:1]([C:3]1[S:43][C:6]2[N:7]([CH2:24][C:25]3[CH:30]=[CH:29][C:28]([C:31]4[CH:36]=[CH:35][CH:34]=[CH:33][C:32]=4[C:37]4[NH:41][C:40](=[O:42])[O:39][N:38]=4)=[CH:27][CH:26]=3)[C:8](=[O:23])[N:9]([CH2:12][C:13]([C:15]3[CH:20]=[CH:19][C:18]([O:21][CH3:22])=[CH:17][CH:16]=3)=[O:14])[C:10](=[O:11])[C:5]=2[CH:4]=1)[CH3:2].[BH4-].[Na+].